From a dataset of Forward reaction prediction with 1.9M reactions from USPTO patents (1976-2016). Predict the product of the given reaction. (1) Given the reactants [CH2:1]([O:8][C:9]([NH:11][C@@H:12]1[CH2:17][CH2:16][N:15](C(OC(C)(C)C)=O)[CH2:14][C@@H:13]1[F:25])=[O:10])[C:2]1[CH:7]=[CH:6][CH:5]=[CH:4][CH:3]=1.[ClH:26], predict the reaction product. The product is: [ClH:26].[F:25][C@@H:13]1[C@H:12]([NH:11][C:9](=[O:10])[O:8][CH2:1][C:2]2[CH:7]=[CH:6][CH:5]=[CH:4][CH:3]=2)[CH2:17][CH2:16][NH:15][CH2:14]1. (2) Given the reactants C[Si]([N-][Si](C)(C)C)(C)C.[Na+].C1COCC1.Cl[CH2:17][C:18]1[C:19]2[N:20]([N:26]=[C:27]([CH:29]3[CH2:31][CH2:30]3)[CH:28]=2)[C:21]([O:24][CH3:25])=[CH:22][CH:23]=1.[Cl:32][C:33]1[CH:34]=[N+:35]([O-:41])[CH:36]=[C:37]([Cl:40])[C:38]=1[CH3:39].[Cl-].[NH4+], predict the reaction product. The product is: [CH:29]1([C:27]2[CH:28]=[C:19]3[C:18]([CH2:17][CH2:39][C:38]4[C:37]([Cl:40])=[CH:36][N+:35]([O-:41])=[CH:34][C:33]=4[Cl:32])=[CH:23][CH:22]=[C:21]([O:24][CH3:25])[N:20]3[N:26]=2)[CH2:31][CH2:30]1.